From a dataset of Merck oncology drug combination screen with 23,052 pairs across 39 cell lines. Regression. Given two drug SMILES strings and cell line genomic features, predict the synergy score measuring deviation from expected non-interaction effect. (1) Drug 1: COC1CC2CCC(C)C(O)(O2)C(=O)C(=O)N2CCCCC2C(=O)OC(C(C)CC2CCC(OP(C)(C)=O)C(OC)C2)CC(=O)C(C)C=C(C)C(O)C(OC)C(=O)C(C)CC(C)C=CC=CC=C1C. Drug 2: NC1CCCCC1N.O=C(O)C(=O)O.[Pt+2]. Cell line: PA1. Synergy scores: synergy=-16.7. (2) Drug 1: O=c1[nH]cc(F)c(=O)[nH]1. Drug 2: CNC(=O)c1cc(Oc2ccc(NC(=O)Nc3ccc(Cl)c(C(F)(F)F)c3)cc2)ccn1. Cell line: HCT116. Synergy scores: synergy=-1.96. (3) Drug 1: O=S1(=O)NC2(CN1CC(F)(F)F)C1CCC2Cc2cc(C=CCN3CCC(C(F)(F)F)CC3)ccc2C1. Drug 2: CCc1c2c(nc3ccc(O)cc13)-c1cc3c(c(=O)n1C2)COC(=O)C3(O)CC. Cell line: UWB1289BRCA1. Synergy scores: synergy=14.0. (4) Drug 1: CN1C(=O)C=CC2(C)C3CCC4(C)C(NC(=O)OCC(F)(F)F)CCC4C3CCC12. Drug 2: CCN(CC)CCNC(=O)c1c(C)[nH]c(C=C2C(=O)Nc3ccc(F)cc32)c1C. Cell line: UWB1289. Synergy scores: synergy=38.6.